This data is from Catalyst prediction with 721,799 reactions and 888 catalyst types from USPTO. The task is: Predict which catalyst facilitates the given reaction. (1) Reactant: Cl[C:2]1[CH:11]=[CH:10][C:5]([C:6]([O:8][CH3:9])=[O:7])=[CH:4][N:3]=1.[OH:12][CH:13]1[CH2:18][CH2:17][NH:16][CH2:15][CH2:14]1.C(N(CC)CC)C. Product: [CH3:9][O:8][C:6]([C:5]1[CH:10]=[CH:11][C:2]([N:16]2[CH2:17][CH2:18][CH:13]([OH:12])[CH2:14][CH2:15]2)=[N:3][CH:4]=1)=[O:7]. The catalyst class is: 3. (2) Reactant: Br.[CH2:2]([O:4][C:5](=[O:13])[CH2:6][N:7]1[CH:11]=[CH:10][S:9][C:8]1=[NH:12])[CH3:3].[C:14]12([C:24](O)=[O:25])[CH2:23][CH:18]3[CH2:19][CH:20]([CH2:22][CH:16]([CH2:17]3)[CH2:15]1)[CH2:21]2.F[P-](F)(F)(F)(F)F.N1(OC(N(C)C)=[N+](C)C)C2N=CC=CC=2N=N1.C(N(C(C)C)CC)(C)C. Product: [CH2:2]([O:4][C:5](=[O:13])[CH2:6][N:7]1[CH:11]=[CH:10][S:9]/[C:8]/1=[N:12]\[C:24]([C:14]12[CH2:23][CH:18]3[CH2:17][CH:16]([CH2:22][CH:20]([CH2:19]3)[CH2:21]1)[CH2:15]2)=[O:25])[CH3:3]. The catalyst class is: 56. (3) Reactant: [F:1][C:2]([F:15])([F:14])[C:3]1[CH:8]=[CH:7][C:6](/[CH:9]=[CH:10]/[C:11]([NH2:13])=[O:12])=[CH:5][CH:4]=1.[Cl:16][CH2:17][C:18]([CH2:20]Cl)=O.O. Product: [Cl:16][CH2:17][C:18]1[N:13]=[C:11](/[CH:10]=[CH:9]/[C:6]2[CH:5]=[CH:4][C:3]([C:2]([F:14])([F:15])[F:1])=[CH:8][CH:7]=2)[O:12][CH:20]=1. The catalyst class is: 11.